This data is from Reaction yield outcomes from USPTO patents with 853,638 reactions. The task is: Predict the reaction yield, written as a fraction of the theoretical maximum amount of product (1.0 means a 100% yield; for example, 0.34 means a 34% yield). (1) The reactants are [CH3:1][C:2]1([CH3:18])[CH2:7][CH2:6][CH:5]([C:8]2[CH:15]=[CH:14][C:11]([C:12]#[N:13])=[CH:10][C:9]=2[CH3:16])[CH2:4][C:3]1=[O:17].CO[CH:21](OC)[N:22]([CH3:24])[CH3:23]. No catalyst specified. The product is [CH3:21][N:22](/[CH:24]=[C:4]1/[CH:5]([C:8]2[CH:15]=[CH:14][C:11]([C:12]#[N:13])=[CH:10][C:9]=2[CH3:16])[CH2:6][CH2:7][C:2]([CH3:18])([CH3:1])[C:3]/1=[O:17])[CH3:23]. The yield is 0.270. (2) The catalyst is C1COCC1. The yield is 0.310. The product is [CH:25]1([CH2:31][C:32]([NH:34][C:35](=[S:36])[NH:24][C:4]2[CH:5]=[CH:6][C:7]([O:8][C:9]3[CH:14]=[CH:13][N:12]=[C:11]4[CH:15]=[C:16]([C:18]5[N:19]([CH3:23])[CH:20]=[CH:21][N:22]=5)[S:17][C:10]=34)=[C:2]([F:1])[CH:3]=2)=[O:33])[CH2:30][CH2:29][CH2:28][CH2:27][CH2:26]1. The reactants are [F:1][C:2]1[CH:3]=[C:4]([NH2:24])[CH:5]=[CH:6][C:7]=1[O:8][C:9]1[CH:14]=[CH:13][N:12]=[C:11]2[CH:15]=[C:16]([C:18]3[N:19]([CH3:23])[CH:20]=[CH:21][N:22]=3)[S:17][C:10]=12.[CH:25]1([CH2:31][C:32]([N:34]=[C:35]=[S:36])=[O:33])[CH2:30][CH2:29][CH2:28][CH2:27][CH2:26]1. (3) The reactants are Br[C:2]1[CH:7]=[CH:6][C:5]([C:8]2[NH:17][C:16](=[O:18])[C:15]3[C:10](=[CH:11][C:12]([O:21][CH3:22])=[CH:13][C:14]=3[O:19][CH3:20])[N:9]=2)=[CH:4][CH:3]=1.[NH2:23][C:24]1[CH:25]=[N:26][CH:27]=[CH:28][CH:29]=1.C([O-])([O-])=O.[Cs+].[Cs+].CN(C=O)C. The catalyst is O1CCOCC1.C1C=CC(/C=C/C(/C=C/C2C=CC=CC=2)=O)=CC=1.C1C=CC(/C=C/C(/C=C/C2C=CC=CC=2)=O)=CC=1.C1C=CC(/C=C/C(/C=C/C2C=CC=CC=2)=O)=CC=1.[Pd].[Pd].CC1(C)C2C(=C(P(C3C=CC=CC=3)C3C=CC=CC=3)C=CC=2)OC2C(P(C3C=CC=CC=3)C3C=CC=CC=3)=CC=CC1=2. The product is [CH3:20][O:19][C:14]1[CH:13]=[C:12]([O:21][CH3:22])[CH:11]=[C:10]2[C:15]=1[C:16](=[O:18])[NH:17][C:8]([C:5]1[CH:6]=[CH:7][C:2]([NH:23][C:24]3[CH:25]=[N:26][CH:27]=[CH:28][CH:29]=3)=[CH:3][CH:4]=1)=[N:9]2. The yield is 0.510. (4) The reactants are C([O-])([O-])=O.[Cs+].[Cs+].F[C:8]1[N:13]=[C:12]([C:14]([O:16][C:17]([CH3:20])([CH3:19])[CH3:18])=[O:15])[CH:11]=[CH:10][CH:9]=1.Cl.Cl.[S:23]1[C:27]2[CH:28]=[CH:29][CH:30]=[CH:31][C:26]=2[N:25]=[C:24]1[NH:32][C:33]([C:35]1[CH:36]=[CH:37][CH:38]=[C:39]2[C:44]=1[CH2:43][NH:42][CH2:41][CH2:40]2)=[O:34]. The catalyst is C(OCC)(=O)C.C(O)(=O)CC(CC(O)=O)(C(O)=O)O. The product is [S:23]1[C:27]2[CH:28]=[CH:29][CH:30]=[CH:31][C:26]=2[N:25]=[C:24]1[NH:32][C:33]([C:35]1[CH:36]=[CH:37][CH:38]=[C:39]2[C:44]=1[CH2:43][N:42]([C:8]1[N:13]=[C:12]([C:14]([O:16][C:17]([CH3:20])([CH3:19])[CH3:18])=[O:15])[CH:11]=[CH:10][CH:9]=1)[CH2:41][CH2:40]2)=[O:34]. The yield is 0.290. (5) The reactants are [OH:1][CH:2]1[C:6](=O)[N:5]([C@@H:8]([C:10]2[CH:15]=[CH:14][CH:13]=[CH:12][CH:11]=2)[CH3:9])[CH2:4][C@:3]1([CH3:23])[C:16]([O:18][C:19]([CH3:22])([CH3:21])[CH3:20])=[O:17].B. The catalyst is O1CCCC1. The product is [OH:1][CH:2]1[CH2:6][N:5]([C@@H:8]([C:10]2[CH:11]=[CH:12][CH:13]=[CH:14][CH:15]=2)[CH3:9])[CH2:4][C@:3]1([CH3:23])[C:16]([O:18][C:19]([CH3:22])([CH3:21])[CH3:20])=[O:17]. The yield is 0.310. (6) The reactants are [C:1]1([C:14]2[CH:19]=[CH:18][CH:17]=[CH:16][CH:15]=2)[CH:6]=[CH:5][C:4]([CH2:7][C:8](N(OC)C)=[O:9])=[CH:3][CH:2]=1.[C:20]1([Mg]Br)[CH:25]=[CH:24][CH:23]=[CH:22][CH:21]=1. The catalyst is C1COCC1. The product is [C:1]1([C:14]2[CH:19]=[CH:18][CH:17]=[CH:16][CH:15]=2)[CH:6]=[CH:5][C:4]([CH2:7][C:8]([C:20]2[CH:25]=[CH:24][CH:23]=[CH:22][CH:21]=2)=[O:9])=[CH:3][CH:2]=1. The yield is 0.807. (7) The reactants are C[O:2][C:3]([C:5]1[CH:19]=[CH:18][C:8]2[CH:9]=[C:10]([C:12]3[CH:17]=[CH:16][CH:15]=[CH:14][CH:13]=3)[O:11][C:7]=2[CH:6]=1)=[O:4].O[Li].O. The catalyst is C(O)C. The product is [C:12]1([C:10]2[O:11][C:7]3[CH:6]=[C:5]([C:3]([OH:4])=[O:2])[CH:19]=[CH:18][C:8]=3[CH:9]=2)[CH:13]=[CH:14][CH:15]=[CH:16][CH:17]=1. The yield is 0.520. (8) The reactants are O=[C:2]1[CH:7]=[CH:6][NH:5][C:4]([NH:8][C:9]2[CH:16]=[CH:15][C:12]([C:13]#[N:14])=[CH:11][CH:10]=2)=[N:3]1.O=P(Cl)(Cl)[Cl:19]. No catalyst specified. The product is [Cl:19][C:2]1[CH:7]=[CH:6][N:5]=[C:4]([NH:8][C:9]2[CH:16]=[CH:15][C:12]([C:13]#[N:14])=[CH:11][CH:10]=2)[N:3]=1. The yield is 0.772. (9) The reactants are C1(P(C2C=CC=CC=2)C2C=CC=CC=2)C=CC=CC=1.BrN1C(=O)CCC1=O.[Cl:28][C:29]1[CH:30]=[C:31]([C@@H:39]([CH2:49][CH:50]2[CH2:54][CH2:53][CH2:52][CH2:51]2)[C:40]([NH:42][C:43]2[CH:47]=[CH:46][N:45]([CH3:48])[N:44]=2)=[O:41])[CH:32]=[CH:33][C:34]=1[S:35]([CH3:38])(=[O:37])=[O:36].[C:55]([O:59][C:60](=[O:68])CN1C=CC(N)=N1)([CH3:58])([CH3:57])[CH3:56].N1C=CC=CC=1. The catalyst is C(Cl)Cl.O. The product is [C:55]([O:59][C:60](=[O:68])[CH2:48][N:45]1[CH:46]=[CH:47][C:43]([NH:42][C:40](=[O:41])[C@@H:39]([C:31]2[CH:32]=[CH:33][C:34]([S:35]([CH3:38])(=[O:37])=[O:36])=[C:29]([Cl:28])[CH:30]=2)[CH2:49][CH:50]2[CH2:51][CH2:52][CH2:53][CH2:54]2)=[N:44]1)([CH3:58])([CH3:57])[CH3:56]. The yield is 0.560.